This data is from Full USPTO retrosynthesis dataset with 1.9M reactions from patents (1976-2016). The task is: Predict the reactants needed to synthesize the given product. (1) The reactants are: [O:1]=[C:2]1[C:10]2[C:5](=[CH:6][CH:7]=[CH:8][CH:9]=2)[C:4](=[O:11])[N:3]1[CH2:12][CH2:13][CH2:14][C:15]1[CH:16]=[C:17]([CH:20]=[CH:21][CH:22]=1)[CH:18]=O.[Br-].[CH2:24]([O:26][C:27]1[CH:52]=[CH:51][CH:50]=[C:49]([O:53][CH2:54][CH3:55])[C:28]=1[CH2:29][P+](C1C=CC=CC=1)(C1C=CC=CC=1)C1C=CC=CC=1)[CH3:25].CC(C)([O-])C.[K+]. Given the product [CH2:54]([O:53][C:49]1[CH:50]=[CH:51][CH:52]=[C:27]([O:26][CH2:24][CH3:25])[C:28]=1/[CH:29]=[CH:18]/[C:17]1[CH:16]=[C:15]([CH2:14][CH2:13][CH2:12][N:3]2[C:4](=[O:11])[C:5]3[C:10](=[CH:9][CH:8]=[CH:7][CH:6]=3)[C:2]2=[O:1])[CH:22]=[CH:21][CH:20]=1)[CH3:55], predict the reactants needed to synthesize it. (2) Given the product [C:24]1([CH2:23][O:22][C:20]([N:11]2[CH2:10][CH2:9][C:8]([CH:2]3[CH2:3][CH2:4][CH2:5][CH2:6][CH2:7]3)([C:14]([OH:16])=[O:15])[CH2:13][CH2:12]2)=[O:21])[CH:29]=[CH:28][CH:27]=[CH:26][CH:25]=1, predict the reactants needed to synthesize it. The reactants are: Cl.[CH:2]1([C:8]2([C:14]([OH:16])=[O:15])[CH2:13][CH2:12][NH:11][CH2:10][CH2:9]2)[CH2:7][CH2:6][CH2:5][CH2:4][CH2:3]1.[OH-].[Na+].Cl[C:20]([O:22][CH2:23][C:24]1[CH:29]=[CH:28][CH:27]=[CH:26][CH:25]=1)=[O:21]. (3) Given the product [F:1][C:2]1[CH:7]=[CH:6][C:5]([N:8]2[C:11](=[O:12])[C@H:10]([S:13][CH2:14][CH:15]([C:17]3[CH:22]=[CH:21][C:20]([F:23])=[CH:19][CH:18]=3)[OH:16])[C@H:9]2[C:24]2[CH:25]=[CH:26][C:27]([O:28][CH2:29][C:30]([NH:32][C@H:33]([C:39]([NH:45][C@@H:46]([C:55]([OH:57])=[O:56])[CH2:47][C:48]3[CH:49]=[CH:50][C:51]([OH:54])=[CH:52][CH:53]=3)=[O:40])[CH2:34][CH2:35][C:36](=[O:38])[NH2:37])=[O:31])=[CH:42][CH:43]=2)=[CH:4][CH:3]=1, predict the reactants needed to synthesize it. The reactants are: [F:1][C:2]1[CH:7]=[CH:6][C:5]([N:8]2[C:11](=[O:12])[C@H:10]([S:13][CH2:14][CH:15]([C:17]3[CH:22]=[CH:21][C:20]([F:23])=[CH:19][CH:18]=3)[OH:16])[C@H:9]2[C:24]2[CH:43]=[CH:42][C:27]([O:28][CH2:29][C:30]([NH:32][C@H:33]([C:39](O)=[O:40])[CH2:34][CH2:35][C:36](=[O:38])[NH2:37])=[O:31])=[CH:26][CH:25]=2)=[CH:4][CH:3]=1.Cl.[NH2:45][C@@H:46]([C:55]([O:57]C(C)(C)C)=[O:56])[CH2:47][C:48]1[CH:53]=[CH:52][C:51]([OH:54])=[CH:50][CH:49]=1.CN1CCOCC1.CN(C(ON1N=NC2C=CC=CC1=2)=[N+](C)C)C.[B-](F)(F)(F)F. (4) Given the product [C:21]([C:20]1[CH:23]=[C:16]([C:14]2[S:15][C:11]([C:4]3[C:3]([CH2:1][CH3:2])=[C:8]([CH2:9][N:37]4[CH2:42][CH2:41][CH:40]([C:43]([O:45][CH2:46][CH3:47])=[O:44])[CH2:39][CH2:38]4)[CH:7]=[CH:6][CH:5]=3)=[CH:12][N:13]=2)[CH:17]=[CH:18][C:19]=1[O:24][CH:25]([CH3:27])[CH3:26])#[N:22], predict the reactants needed to synthesize it. The reactants are: [CH2:1]([C:3]1[C:8]([CH:9]=O)=[CH:7][CH:6]=[CH:5][C:4]=1[C:11]1[S:15][C:14]([C:16]2[CH:17]=[CH:18][C:19]([O:24][CH:25]([CH3:27])[CH3:26])=[C:20]([CH:23]=2)[C:21]#[N:22])=[N:13][CH:12]=1)[CH3:2].C(O)(=O)C.C([O-])(=O)C.[Na+].[NH:37]1[CH2:42][CH2:41][CH:40]([C:43]([O:45][CH2:46][CH3:47])=[O:44])[CH2:39][CH2:38]1. (5) Given the product [Br:19][CH2:2][C:1]([C:4]1[CH:9]=[CH:8][C:7]([NH:10][S:11]([C:14]([F:17])([F:15])[F:16])(=[O:13])=[O:12])=[CH:6][C:5]=1[Cl:18])=[O:3], predict the reactants needed to synthesize it. The reactants are: [C:1]([C:4]1[CH:9]=[CH:8][C:7]([NH:10][S:11]([C:14]([F:17])([F:16])[F:15])(=[O:13])=[O:12])=[CH:6][C:5]=1[Cl:18])(=[O:3])[CH3:2].[Br:19]Br. (6) Given the product [CH2:17]([O:24][C:25]1[N:26]=[N:27][C:28]([CH2:39][CH2:40][C:41]2[CH:46]=[CH:45][C:44]([C:47]([F:49])([F:48])[F:50])=[C:43]([Cl:51])[CH:42]=2)=[CH:29][C:30]=1[O:31][CH2:32][C:33]1[CH:34]=[CH:35][CH:36]=[CH:37][CH:38]=1)[C:18]1[CH:23]=[CH:22][CH:21]=[CH:20][CH:19]=1, predict the reactants needed to synthesize it. The reactants are: OC1C(=O)NN=C(CCC2C=CC=CC=2)C=1.[CH2:17]([O:24][C:25]1[N:26]=[N:27][C:28]([C:39]#[C:40][C:41]2[CH:46]=[CH:45][C:44]([C:47]([F:50])([F:49])[F:48])=[C:43]([Cl:51])[CH:42]=2)=[CH:29][C:30]=1[O:31][CH2:32][C:33]1[CH:38]=[CH:37][CH:36]=[CH:35][CH:34]=1)[C:18]1[CH:23]=[CH:22][CH:21]=[CH:20][CH:19]=1.